From a dataset of Forward reaction prediction with 1.9M reactions from USPTO patents (1976-2016). Predict the product of the given reaction. Given the reactants I.[N+:2]([C:5]1[CH:9]=[CH:8][S:7][C:6]=1[S:10]([NH2:13])(=[O:12])=[O:11])([O-])=O, predict the reaction product. The product is: [NH2:2][C:5]1[CH:9]=[CH:8][S:7][C:6]=1[S:10]([NH2:13])(=[O:12])=[O:11].